This data is from Forward reaction prediction with 1.9M reactions from USPTO patents (1976-2016). The task is: Predict the product of the given reaction. (1) Given the reactants [Br:1][C:2]1[CH:11]=[C:10]2[C:5]([CH:6]=[C:7]([Cl:12])[N:8]=[CH:9]2)=[CH:4][CH:3]=1.C1C(=O)N([I:20])C(=O)C1, predict the reaction product. The product is: [Br:1][C:2]1[C:11]([I:20])=[C:10]2[C:5]([CH:6]=[C:7]([Cl:12])[N:8]=[CH:9]2)=[CH:4][CH:3]=1. (2) Given the reactants [CH3:1][NH2:2].C1COCC1.[I:8][C:9]1[CH:14]=[CH:13][CH:12]=[CH:11][C:10]=1[N:15]=[C:16]=[O:17], predict the reaction product. The product is: [I:8][C:9]1[CH:14]=[CH:13][CH:12]=[CH:11][C:10]=1[NH:15][C:16]([NH:2][CH3:1])=[O:17]. (3) Given the reactants Br[C:2]1[N:11]=[C:10]([C:12]([NH:14][CH2:15][C:16]2[CH:21]=[CH:20][C:19]([F:22])=[CH:18][CH:17]=2)=[O:13])[C:9]([OH:23])=[C:8]2[C:3]=1[CH:4]=[CH:5][CH:6]=[N:7]2.CN.C[CH2:27][N:28](C(C)C)C(C)C, predict the reaction product. The product is: [F:22][C:19]1[CH:20]=[CH:21][C:16]([CH2:15][NH:14][C:12]([C:10]2[C:9]([OH:23])=[C:8]3[C:3]([CH:4]=[CH:5][CH:6]=[N:7]3)=[C:2]([NH:28][CH3:27])[N:11]=2)=[O:13])=[CH:17][CH:18]=1. (4) Given the reactants [NH2:1][CH2:2][CH2:3][N:4]([CH:24]([CH3:26])[CH3:25])[C:5]1([CH2:16][C:17]2[CH:22]=[CH:21][CH:20]=[C:19]([Cl:23])[CH:18]=2)[C:13]2[C:8](=[CH:9][C:10]([Br:14])=[CH:11][CH:12]=2)[NH:7][C:6]1=[O:15].CCN(C(C)C)C(C)C.[C:36]([N:39]1[CH2:44][CH2:43][N:42]([C:45](Cl)=[O:46])[CH2:41][CH2:40]1)(=[O:38])[CH3:37], predict the reaction product. The product is: [Br:14][C:10]1[CH:9]=[C:8]2[C:13]([C:5]([N:4]([CH:24]([CH3:26])[CH3:25])[CH2:3][CH2:2][NH:1][C:45]([N:42]3[CH2:43][CH2:44][N:39]([C:36](=[O:38])[CH3:37])[CH2:40][CH2:41]3)=[O:46])([CH2:16][C:17]3[CH:22]=[CH:21][CH:20]=[C:19]([Cl:23])[CH:18]=3)[C:6](=[O:15])[NH:7]2)=[CH:12][CH:11]=1.